Dataset: Full USPTO retrosynthesis dataset with 1.9M reactions from patents (1976-2016). Task: Predict the reactants needed to synthesize the given product. (1) Given the product [CH3:18][O:17][C:14]1[CH:13]=[CH:12][C:11]([N:3]2[C:4]3[C:9](=[CH:8][CH:7]=[CH:6][CH:5]=3)[CH:10]=[C:2]2[CH3:1])=[CH:16][CH:15]=1, predict the reactants needed to synthesize it. The reactants are: [CH3:1][C:2]1[N:3]([C:11]2[CH:16]=[CH:15][C:14]([O:17][CH2:18]CCN3CCCC3)=[CH:13][CH:12]=2)[C:4]2[C:9]([CH:10]=1)=[CH:8][CH:7]=[CH:6][CH:5]=2.ClCCCOC1C=CC(N2C3C(=CC=CC=3)C=C2C)=CC=1.N1CCCC1.C(=O)([O-])[O-].[K+].[K+].[I-].[K+]. (2) The reactants are: [NH2:1][C:2]1[CH:9]=[CH:8][C:5]([C:6]#[N:7])=[C:4]([CH:10]2[CH2:12][CH2:11]2)[N:3]=1.[ClH:13]. Given the product [ClH:13].[NH2:7][CH2:6][C:5]1[CH:8]=[CH:9][C:2]([NH2:1])=[N:3][C:4]=1[CH:10]1[CH2:12][CH2:11]1, predict the reactants needed to synthesize it. (3) Given the product [Cl:1][C:2]1[C:7]([F:8])=[CH:6][CH:5]=[C:4]([Cl:9])[C:3]=1[CH:10]([O:12][C:13]1[C:14]([NH:30][C:31](=[O:33])[CH3:32])=[N:15][CH:16]=[C:17]([C:19]2[CH:20]=[N:21][N:22]([CH:24]3[CH2:29][CH2:28][N:27]([CH2:34][CH3:35])[CH2:26][CH2:25]3)[CH:23]=2)[CH:18]=1)[CH3:11], predict the reactants needed to synthesize it. The reactants are: [Cl:1][C:2]1[C:7]([F:8])=[CH:6][CH:5]=[C:4]([Cl:9])[C:3]=1[CH:10]([O:12][C:13]1[C:14]([NH:30][C:31](=[O:33])[CH3:32])=[N:15][CH:16]=[C:17]([C:19]2[CH:20]=[N:21][N:22]([CH:24]3[CH2:29][CH2:28][NH:27][CH2:26][CH2:25]3)[CH:23]=2)[CH:18]=1)[CH3:11].[CH3:34][CH2:35]N(CC)CC.BrCC. (4) Given the product [C:3]([O:6][CH2:7][CH2:8][C:9]1[N:10]=[C:11]([NH:14][C:15](=[O:17])[CH3:16])[S:12][C:13]=1[Br:1])(=[O:5])[CH3:4], predict the reactants needed to synthesize it. The reactants are: [Br:1]Br.[C:3]([O:6][CH2:7][CH2:8][C:9]1[N:10]=[C:11]([NH:14][C:15](=[O:17])[CH3:16])[S:12][CH:13]=1)(=[O:5])[CH3:4]. (5) The reactants are: [N:1]1([CH2:6][CH2:7][CH2:8][C:9]([OH:11])=[O:10])[CH2:5][CH2:4][CH2:3][CH2:2]1.C1N=CN(C(N2C=NC=C2)=O)C=1.Cl.[F:25][C:26]1[C:30]([C:31]2[CH:32]=[C:33]3[C:38](=[CH:39][CH:40]=2)[N:37]=[CH:36][CH:35]=[CH:34]3)=[N:29][NH:28][C:27]=1[NH3+:41]. Given the product [CH:9]([OH:11])=[O:10].[F:25][C:26]1[C:30]([C:31]2[CH:32]=[C:33]3[C:38](=[CH:39][CH:40]=2)[N:37]=[CH:36][CH:35]=[CH:34]3)=[N:29][NH:28][C:27]=1[NH:41][C:9](=[O:11])[CH2:8][CH2:7][CH2:6][N:1]1[CH2:2][CH2:3][CH2:4][CH2:5]1, predict the reactants needed to synthesize it. (6) Given the product [C:30]([O:34][C:35](=[O:62])[N:36]([S:37]([C:40]1[CH:41]=[CH:42][C:43]([N:46]2[C:50]([C:51]3[CH:52]=[CH:53][C:54]([CH3:57])=[CH:55][CH:56]=3)=[CH:49][C:48]([C:58]([F:60])([F:61])[F:59])=[N:47]2)=[CH:44][CH:45]=1)(=[O:38])=[O:39])[CH2:28][CH2:27][O:26][C:21]1[N:20]=[CH:25][CH:24]=[CH:23][N:22]=1)([CH3:33])([CH3:31])[CH3:32], predict the reactants needed to synthesize it. The reactants are: C1(P(C2C=CC=CC=2)C2C=CC=CC=2)C=CC=CC=1.[N:20]1[CH:25]=[CH:24][CH:23]=[N:22][C:21]=1[O:26][CH2:27][CH2:28]O.[C:30]([O:34][C:35](=[O:62])[NH:36][S:37]([C:40]1[CH:45]=[CH:44][C:43]([N:46]2[C:50]([C:51]3[CH:56]=[CH:55][C:54]([CH3:57])=[CH:53][CH:52]=3)=[CH:49][C:48]([C:58]([F:61])([F:60])[F:59])=[N:47]2)=[CH:42][CH:41]=1)(=[O:39])=[O:38])([CH3:33])([CH3:32])[CH3:31].N(C(OCC)=O)=NC(OCC)=O. (7) The reactants are: [Cl:1][C:2]1[CH:7]=[CH:6][C:5]([N:8]2[C:16]([CH:17]([CH:20]3[CH2:25][CH2:24][CH2:23][CH2:22][CH2:21]3)[CH2:18][OH:19])=[C:15]3[C:10]([CH2:11][CH2:12][CH2:13][CH2:14]3)=[N:9]2)=[CH:4][CH:3]=1.[CH3:26][O:27][C:28]([C:30]1([O:33][C:34]2[CH:39]=[CH:38][C:37](O)=[CH:36][CH:35]=2)[CH2:32][CH2:31]1)=[O:29].C(P(CCCC)CCCC)CCC.CN(C)C(N=NC(N(C)C)=O)=O. Given the product [CH3:26][O:27][C:28]([C:30]1([O:33][C:34]2[CH:39]=[CH:38][C:37]([O:19][CH2:18][CH:17]([C:16]3[N:8]([C:5]4[CH:6]=[CH:7][C:2]([Cl:1])=[CH:3][CH:4]=4)[N:9]=[C:10]4[C:15]=3[CH2:14][CH2:13][CH2:12][CH2:11]4)[CH:20]3[CH2:25][CH2:24][CH2:23][CH2:22][CH2:21]3)=[CH:36][CH:35]=2)[CH2:32][CH2:31]1)=[O:29], predict the reactants needed to synthesize it.